This data is from Forward reaction prediction with 1.9M reactions from USPTO patents (1976-2016). The task is: Predict the product of the given reaction. (1) The product is: [Br:14][CH2:10][CH2:9][C:6]1[CH:7]2[CH2:8][CH:3]([CH2:4][CH:5]=1)[C:2]2([CH3:12])[CH3:1]. Given the reactants [CH3:1][C:2]1([CH3:12])[CH:7]2[CH2:8][CH:3]1[CH2:4][CH:5]=[C:6]2[CH2:9][CH2:10]O.C(Br)(Br)(Br)[Br:14].C1C=CC(P(C2C=CC=CC=2)C2C=CC=CC=2)=CC=1, predict the reaction product. (2) Given the reactants [ClH:1].Cl.C1(C[N:10]2[CH2:15][CH2:14][CH:13]([N:16]3[CH2:21][CH2:20][O:19][CH2:18][CH2:17]3)[CH2:12][CH2:11]2)C=CC=CC=1.[H][H].C(O)C, predict the reaction product. The product is: [ClH:1].[NH:10]1[CH2:15][CH2:14][CH:13]([N:16]2[CH2:21][CH2:20][O:19][CH2:18][CH2:17]2)[CH2:12][CH2:11]1.